From a dataset of Experimental lipophilicity measurements (octanol/water distribution) for 4,200 compounds from AstraZeneca. Regression/Classification. Given a drug SMILES string, predict its absorption, distribution, metabolism, or excretion properties. Task type varies by dataset: regression for continuous measurements (e.g., permeability, clearance, half-life) or binary classification for categorical outcomes (e.g., BBB penetration, CYP inhibition). For this dataset (lipophilicity_astrazeneca), we predict Y. The compound is CC(C)CNc1nc(C#N)nc(NC2CCS(=O)(=O)C2)c1N. The Y is 2.30 logD.